Dataset: Reaction yield outcomes from USPTO patents with 853,638 reactions. Task: Predict the reaction yield, written as a fraction of the theoretical maximum amount of product (1.0 means a 100% yield; for example, 0.34 means a 34% yield). The reactants are C(O[C:9]([CH:11]1[N:15]2[C:16](=[O:29])[CH:17]([NH:21][C:22]([O:24][C:25]([CH3:28])([CH3:27])[CH3:26])=[O:23])[CH:18]=[CH:19][CH2:20][CH:14]2[CH2:13][CH2:12]1)=[O:10])C1C=CC=CC=1.[CH:30]1[CH:31]=[CH:32][C:33]2N(O)N=[N:36][C:34]=2[CH:35]=1.CCN=C=N[CH2:45][CH2:46][CH2:47]N(C)C.[CH3:51]CN(C(C)C)C(C)C. The catalyst is C(OCC)(=O)C.[Pd]. The product is [C:25]([O:24][C:22](=[O:23])[NH:21][CH:17]1[C:16](=[O:29])[N:15]2[CH:11]([C:9](=[O:10])[NH:36][CH:34]3[C:33]4[C:32](=[CH:51][CH:47]=[CH:46][CH:45]=4)[CH2:31][CH2:30][CH2:35]3)[CH2:12][CH2:13][CH:14]2[CH2:20][CH2:19][CH2:18]1)([CH3:28])([CH3:26])[CH3:27]. The yield is 0.900.